This data is from Catalyst prediction with 721,799 reactions and 888 catalyst types from USPTO. The task is: Predict which catalyst facilitates the given reaction. (1) Reactant: [F:1][C:2]1[CH:7]=[C:6]([C:8](O)=[O:9])[CH:5]=[CH:4][C:3]=1[C:11]1[CH:16]=[CH:15][C:14]([O:17][CH2:18][CH:19]2[CH2:24][CH2:23][N:22]([CH2:25][C:26]([F:29])([CH3:28])[CH3:27])[CH2:21][CH2:20]2)=[C:13]([F:30])[CH:12]=1.[NH:31]1[CH2:36][CH2:35][CH2:34][C@H:33]([OH:37])[CH2:32]1.CCN(C(C)C)C(C)C.CCN=C=NCCCN(C)C.C1C=CC2N(O)N=NC=2C=1. Product: [F:1][C:2]1[CH:7]=[C:6]([C:8]([N:31]2[CH2:36][CH2:35][CH2:34][C@H:33]([OH:37])[CH2:32]2)=[O:9])[CH:5]=[CH:4][C:3]=1[C:11]1[CH:16]=[CH:15][C:14]([O:17][CH2:18][CH:19]2[CH2:20][CH2:21][N:22]([CH2:25][C:26]([F:29])([CH3:27])[CH3:28])[CH2:23][CH2:24]2)=[C:13]([F:30])[CH:12]=1. The catalyst class is: 18. (2) Product: [F:12][C:8]1[CH:7]=[C:6]2[C:11]([C:2]([N:29]([C:25]3[CH:24]=[N:23][CH:28]=[CH:27][CH:26]=3)[CH2:30][CH2:31][CH2:32][OH:33])=[N:3][C:4](/[CH:13]=[CH:14]/[C:15]3[O:16][C:17]([N+:20]([O-:22])=[O:21])=[CH:18][CH:19]=3)=[N:5]2)=[CH:10][CH:9]=1. The catalyst class is: 10. Reactant: Cl[C:2]1[C:11]2[C:6](=[CH:7][C:8]([F:12])=[CH:9][CH:10]=2)[N:5]=[C:4]([CH:13]=[CH:14][C:15]2[O:16][C:17]([N+:20]([O-:22])=[O:21])=[CH:18][CH:19]=2)[N:3]=1.[N:23]1[CH:28]=[CH:27][CH:26]=[C:25]([NH:29][CH2:30][CH2:31][CH2:32][OH:33])[CH:24]=1. (3) Reactant: CO[CH:3](OC)[CH2:4][NH:5]/[CH:6]=[CH:7]\[C:8](=[C:22]([C:25]#[N:26])[C:23]#[N:24])[C:9]1[CH:18]=[CH:17][C:16]2[C:11](=[CH:12][CH:13]=[C:14]([N:19]([CH3:21])[CH3:20])[CH:15]=2)[CH:10]=1.Cl. Product: [CH3:20][N:19]([CH3:21])[C:14]1[CH:15]=[C:16]2[C:11](=[CH:12][CH:13]=1)[CH:10]=[C:9]([C:8]1[CH:7]=[CH:6][N:5]3[CH:4]=[CH:3][N:24]=[C:23]3[C:22]=1[C:25]#[N:26])[CH:18]=[CH:17]2. The catalyst class is: 5. (4) Reactant: Br[CH2:2][CH2:3][CH2:4][C:5]1[C:13]2[C:8](=[CH:9][CH:10]=[CH:11][CH:12]=2)[NH:7][CH:6]=1.C(=O)([O-])[O-].[K+].[K+].[Cl:20][C:21]1[C:26]([Cl:27])=[CH:25][CH:24]=[CH:23][C:22]=1[N:28]1[CH2:33][CH2:32][NH:31][CH2:30][CH2:29]1. The catalyst class is: 10. Product: [ClH:20].[Cl:20][C:21]1[C:26]([Cl:27])=[CH:25][CH:24]=[CH:23][C:22]=1[N:28]1[CH2:33][CH2:32][N:31]([CH2:2][CH2:3][CH2:4][C:5]2[C:13]3[C:8](=[CH:9][CH:10]=[CH:11][CH:12]=3)[NH:7][CH:6]=2)[CH2:30][CH2:29]1. (5) Product: [Br:1][C:2]1[C:3]([O:9][CH3:10])=[C:4]([NH:5][NH2:11])[CH:6]=[CH:7][CH:8]=1. Reactant: [Br:1][C:2]1[C:3]([O:9][CH3:10])=[C:4]([CH:6]=[CH:7][CH:8]=1)[NH2:5].[N:11]([O-])=O.[Na+].[Sn](Cl)Cl. The catalyst class is: 126. (6) Reactant: [NH2:1][C:2]1[C:11]2[C:6](=[N:7][CH:8]=[C:9]([C:12]#[C:13][CH2:14][OH:15])[CH:10]=2)[N:5]([O:16][CH2:17][C:18]2[CH:23]=[CH:22][CH:21]=[CH:20][CH:19]=2)[C:4](=[O:24])[C:3]=1[C:25]([NH:27][CH2:28][C:29]1[CH:34]=[CH:33][C:32]([F:35])=[CH:31][C:30]=1[F:36])=[O:26].[C:37](OC(=O)C)(=[O:39])[CH3:38]. Product: [C:37]([O:15][CH2:14][C:13]#[C:12][C:9]1[CH:8]=[N:7][C:6]2[N:5]([O:16][CH2:17][C:18]3[CH:19]=[CH:20][CH:21]=[CH:22][CH:23]=3)[C:4](=[O:24])[C:3]([C:25](=[O:26])[NH:27][CH2:28][C:29]3[CH:34]=[CH:33][C:32]([F:35])=[CH:31][C:30]=3[F:36])=[C:2]([NH2:1])[C:11]=2[CH:10]=1)(=[O:39])[CH3:38]. The catalyst class is: 17. (7) Reactant: [C:1]([C:5]1[CH:10]=[CH:9][C:8]([S:11](Cl)(=[O:13])=[O:12])=[CH:7][C:6]=1[Cl:15])([CH3:4])([CH3:3])[CH3:2].[CH3:16][C:17]1[CH:21]=[C:20]([NH2:22])[N:19]([C:23]2[CH:32]=[CH:31][CH:30]=[C:29]3[C:24]=2[CH:25]=[CH:26][CH:27]=[N:28]3)[N:18]=1. Product: [C:1]([C:5]1[CH:10]=[CH:9][C:8]([S:11]([NH:22][C:20]2[N:19]([C:23]3[CH:32]=[CH:31][CH:30]=[C:29]4[C:24]=3[CH:25]=[CH:26][CH:27]=[N:28]4)[N:18]=[C:17]([CH3:16])[CH:21]=2)(=[O:13])=[O:12])=[CH:7][C:6]=1[Cl:15])([CH3:4])([CH3:3])[CH3:2]. The catalyst class is: 17. (8) Reactant: [NH2:1][C:2]1[CH:3]=[C:4]([C:9]2[CH:10]=[CH:11][C:12]3[O:18][CH2:17][CH2:16][N:15]([C:19]([N:21]4[CH:26]5[CH2:27][CH2:28][CH:22]4[CH2:23][C:24]([C:30]([F:33])([F:32])[F:31])([OH:29])[CH2:25]5)=[O:20])[CH2:14][C:13]=3[CH:34]=2)[CH:5]=[N:6][C:7]=1[NH2:8].[CH:35](OC)(OC)OC. Product: [NH:1]1[C:2]2[C:7](=[N:6][CH:5]=[C:4]([C:9]3[CH:10]=[CH:11][C:12]4[O:18][CH2:17][CH2:16][N:15]([C:19]([N:21]5[CH:22]6[CH2:28][CH2:27][CH:26]5[CH2:25][C:24]([C:30]([F:33])([F:32])[F:31])([OH:29])[CH2:23]6)=[O:20])[CH2:14][C:13]=4[CH:34]=3)[CH:3]=2)[N:8]=[CH:35]1. The catalyst class is: 27. (9) Reactant: N(C(OCC)=O)=NC(OCC)=O.C1(=O)NC(=O)C2=CC=CC=C12.FC(F)(F)C1C=C(C=C(C(F)(F)F)C=1)COCC1(C2C=CC=CC=2)CCC(O)C1.[F:53][C:54]([F:91])([F:90])[C:55]1[CH:56]=[C:57]([CH:83]=[C:84]([C:86]([F:89])([F:88])[F:87])[CH:85]=1)[CH2:58][O:59][CH2:60][C:61]1([C:77]2[CH:82]=[CH:81][CH:80]=[CH:79][CH:78]=2)[CH2:65][CH2:64][CH:63]([N:66]2[C:74](=[O:75])[C:73]3[C:68](=[CH:69][CH:70]=[CH:71][CH:72]=3)[C:67]2=[O:76])[CH2:62]1. Product: [F:88][C:86]([F:87])([F:89])[C:84]1[CH:83]=[C:57]([CH:56]=[C:55]([C:54]([F:91])([F:90])[F:53])[CH:85]=1)[CH2:58][O:59][CH2:60][C@:61]1([C:77]2[CH:78]=[CH:79][CH:80]=[CH:81][CH:82]=2)[CH2:65][CH2:64][C@H:63]([N:66]2[C:74](=[O:75])[C:73]3[C:68](=[CH:69][CH:70]=[CH:71][CH:72]=3)[C:67]2=[O:76])[CH2:62]1. The catalyst class is: 375. (10) Reactant: C[O:2][C:3](=[O:26])[CH2:4][NH:5][C:6](=[O:25])[C:7]1[CH:12]=[CH:11][C:10]([C:13]2[C:14]([C:19]3[CH:24]=[CH:23][CH:22]=[CH:21][CH:20]=3)=[N:15][O:16][C:17]=2[CH3:18])=[CH:9][CH:8]=1.[OH-].[Na+]. Product: [CH3:18][C:17]1[O:16][N:15]=[C:14]([C:19]2[CH:20]=[CH:21][CH:22]=[CH:23][CH:24]=2)[C:13]=1[C:10]1[CH:11]=[CH:12][C:7]([C:6]([NH:5][CH2:4][C:3]([OH:26])=[O:2])=[O:25])=[CH:8][CH:9]=1. The catalyst class is: 5.